Dataset: Forward reaction prediction with 1.9M reactions from USPTO patents (1976-2016). Task: Predict the product of the given reaction. (1) The product is: [Cl:23][C:19]1[CH:20]=[C:21]2[C:16](=[C:17]([NH:24][CH:25]3[CH2:30][CH2:29][O:28][CH2:27][CH2:26]3)[CH:18]=1)[NH:15][C:14]([C:11]1[S:12][CH2:13][C@@H:9]([CH2:8][CH2:7][N:4]3[CH2:5][CH2:6][C@H:2]([NH:1][C:40](=[O:42])[CH3:41])[CH2:3]3)[N:10]=1)=[CH:22]2. Given the reactants [NH2:1][C@H:2]1[CH2:6][CH2:5][N:4]([CH2:7][CH2:8][C@@H:9]2[CH2:13][S:12][C:11]([C:14]3[NH:15][C:16]4[C:21]([CH:22]=3)=[CH:20][C:19]([Cl:23])=[CH:18][C:17]=4[NH:24][CH:25]3[CH2:30][CH2:29][O:28][CH2:27][CH2:26]3)=[N:10]2)[CH2:3]1.C(N(C(C)C)CC)(C)C.[C:40](Cl)(=[O:42])[CH3:41], predict the reaction product. (2) The product is: [I:12][C:2]1[CH:3]=[N:4][O:5][C:6]=1[C:9]1[CH:10]=[CH:17][CH:16]=[C:20]([O:19][CH3:18])[CH:8]=1.[CH3:18][O:19][C:20]1[CH:6]=[CH:2][CH:3]=[CH:17][CH:16]=1. Given the reactants Br[C:2]1[CH:3]=[N:4][O:5][CH:6]=1.[Li][CH2:8][CH2:9][CH2:10]C.[I:12]I.[NH4+].[Cl-].[CH2:16]1[CH2:20][O:19][CH2:18][CH2:17]1, predict the reaction product. (3) Given the reactants [CH3:1][C@@H:2]1[CH2:7][N:6]([CH3:8])[CH2:5][CH2:4][N:3]1[C:9]1[C:14]([F:15])=[C:13]([NH:16][NH2:17])[N:12]=[C:11]([CH3:18])[N:10]=1.C(N(C(C)C)CC)(C)C.[CH:28]1([CH2:33][C@H:34]([CH2:38][N:39]([CH:48]=[O:49])[O:40][CH2:41][C:42]2[CH:47]=[CH:46][CH:45]=[CH:44][CH:43]=2)[C:35](O)=[O:36])[CH2:32][CH2:31][CH2:30][CH2:29]1.C(O)(C)C.CN1CCOCC1.ON1C2N=CC=CC=2N=N1.C(Cl)CCl, predict the reaction product. The product is: [CH:28]1([CH2:33][C@@H:34]([C:35]([NH:17][NH:16][C:13]2[C:14]([F:15])=[C:9]([N:3]3[CH2:4][CH2:5][N:6]([CH3:8])[CH2:7][C@H:2]3[CH3:1])[N:10]=[C:11]([CH3:18])[N:12]=2)=[O:36])[CH2:38][N:39]([O:40][CH2:41][C:42]2[CH:47]=[CH:46][CH:45]=[CH:44][CH:43]=2)[CH:48]=[O:49])[CH2:32][CH2:31][CH2:30][CH2:29]1. (4) Given the reactants [CH3:1][O:2][C:3]1[CH:40]=[CH:39][C:6]([CH2:7][N:8]([CH2:30][C:31]2[CH:36]=[CH:35][C:34]([O:37][CH3:38])=[CH:33][CH:32]=2)[C:9]2[N:14]=[CH:13][C:12]([C:15]3[C:16]4[CH2:29][CH2:28][NH:27][C:17]=4[N:18]=[C:19]([N:21]4[CH2:26][CH2:25][O:24][CH2:23][CH2:22]4)[N:20]=3)=[CH:11][N:10]=2)=[CH:5][CH:4]=1.Br[C:42]1[CH:47]=[CH:46][C:45]([C:48]([N:50]2[CH2:55][CH2:54][N:53]([CH2:56][CH2:57][OH:58])[CH2:52][CH2:51]2)=[O:49])=[CH:44][C:43]=1[CH3:59], predict the reaction product. The product is: [CH3:38][O:37][C:34]1[CH:33]=[CH:32][C:31]([CH2:30][N:8]([CH2:7][C:6]2[CH:5]=[CH:4][C:3]([O:2][CH3:1])=[CH:40][CH:39]=2)[C:9]2[N:10]=[CH:11][C:12]([C:15]3[C:16]4[CH2:29][CH2:28][N:27]([C:42]5[CH:47]=[CH:46][C:45]([C:48]([N:50]6[CH2:51][CH2:52][N:53]([CH2:56][CH2:57][OH:58])[CH2:54][CH2:55]6)=[O:49])=[CH:44][C:43]=5[CH3:59])[C:17]=4[N:18]=[C:19]([N:21]4[CH2:26][CH2:25][O:24][CH2:23][CH2:22]4)[N:20]=3)=[CH:13][N:14]=2)=[CH:36][CH:35]=1. (5) Given the reactants [N:1]([CH2:4][CH:5]1[O:9][CH:8]([C:10]2[N:14]([CH3:15])[N:13]=[CH:12][C:11]=2[N+:16]([O-:18])=[O:17])[CH2:7][CH2:6]1)=[N+]=[N-].C1(P(C2C=CC=CC=2)C2C=CC=CC=2)C=CC=CC=1.CCN(C(C)C)C(C)C.[C:47]([O:51][C:52](O[C:52]([O:51][C:47]([CH3:50])([CH3:49])[CH3:48])=[O:53])=[O:53])([CH3:50])([CH3:49])[CH3:48], predict the reaction product. The product is: [CH3:15][N:14]1[C:10]([CH:8]2[O:9][CH:5]([CH2:4][NH:1][C:52](=[O:53])[O:51][C:47]([CH3:50])([CH3:49])[CH3:48])[CH2:6][CH2:7]2)=[C:11]([N+:16]([O-:18])=[O:17])[CH:12]=[N:13]1. (6) Given the reactants COC(=O)C(O)=CC(=O)N(CC1C=CC(F)=CC=1)C.C=O.[CH:22]([NH2:25])([CH3:24])[CH3:23].[F:26][C:27]1[CH:45]=[CH:44][C:30]([CH2:31][N:32]([CH3:43])[C:33]([C:35]2[CH2:36]N(C)[C:38](=[O:41])[C:39]=2[OH:40])=[O:34])=[CH:29][CH:28]=1, predict the reaction product. The product is: [F:26][C:27]1[CH:45]=[CH:44][C:30]([CH2:31][N:32]([CH3:43])[C:33]([C:35]2[CH2:36][N:25]([CH:22]([CH3:24])[CH3:23])[C:38](=[O:41])[C:39]=2[OH:40])=[O:34])=[CH:29][CH:28]=1. (7) Given the reactants [Cl:1][C:2]1[S:6][C:5]([C:7]2[O:11][N:10]=[C:9]([CH2:12][N:13]3[C:17]4[CH:18]=[CH:19][CH:20]=[C:21]([C:22]([OH:24])=[O:23])[C:16]=4[N:15]=[C:14]3[C:25](=[O:36])[NH:26][CH:27]3[CH2:32][CH2:31][N:30]([CH:33]([CH3:35])[CH3:34])[CH2:29][CH2:28]3)[CH:8]=2)=[CH:4][CH:3]=1.C1CCC(N=C=NC2CCCCC2)CC1.[CH2:52](O)[CH2:53][OH:54], predict the reaction product. The product is: [OH:54][CH2:53][CH2:52][O:23][C:22]([C:21]1[C:16]2[N:15]=[C:14]([C:25](=[O:36])[NH:26][CH:27]3[CH2:32][CH2:31][N:30]([CH:33]([CH3:34])[CH3:35])[CH2:29][CH2:28]3)[N:13]([CH2:12][C:9]3[CH:8]=[C:7]([C:5]4[S:6][C:2]([Cl:1])=[CH:3][CH:4]=4)[O:11][N:10]=3)[C:17]=2[CH:18]=[CH:19][CH:20]=1)=[O:24]. (8) Given the reactants [Br:1]Br.[C:3]([C:6]1[CH:11]=[CH:10][N:9]=[CH:8][CH:7]=1)(=[O:5])[CH3:4], predict the reaction product. The product is: [BrH:1].[Br:1][CH2:4][C:3]([C:6]1[CH:11]=[CH:10][N:9]=[CH:8][CH:7]=1)=[O:5]. (9) Given the reactants [Cl:1][C:2]1[C:3]([C:17]2[CH:22]=[N:21][CH:20]=[C:19]([NH:23][CH2:24][CH:25]3[CH2:30][CH2:29][O:28][CH2:27][CH2:26]3)[N:18]=2)=[CH:4][C:5]([NH:8][C:9]([C@H:11]2[CH2:16][CH2:15][CH2:14][NH:13][CH2:12]2)=[O:10])=[N:6][CH:7]=1.C(N(CC)CC)C.[CH3:38][S:39](Cl)(=[O:41])=[O:40], predict the reaction product. The product is: [Cl:1][C:2]1[C:3]([C:17]2[CH:22]=[N:21][CH:20]=[C:19]([NH:23][CH2:24][CH:25]3[CH2:30][CH2:29][O:28][CH2:27][CH2:26]3)[N:18]=2)=[CH:4][C:5]([NH:8][C:9]([C@H:11]2[CH2:16][CH2:15][CH2:14][N:13]([S:39]([CH3:38])(=[O:41])=[O:40])[CH2:12]2)=[O:10])=[N:6][CH:7]=1.